This data is from Catalyst prediction with 721,799 reactions and 888 catalyst types from USPTO. The task is: Predict which catalyst facilitates the given reaction. (1) Reactant: Br[C:2]1[S:3][CH:4]=[CH:5][N:6]=1.[OH:7][CH2:8][C:9]1[CH:14]=[CH:13][CH:12]=[CH:11][C:10]=1B(O)O.C(=O)([O-])[O-].[Na+].[Na+].O. Product: [S:3]1[CH:4]=[CH:5][N:6]=[C:2]1[C:10]1[CH:11]=[CH:12][CH:13]=[CH:14][C:9]=1[CH2:8][OH:7]. The catalyst class is: 70. (2) The catalyst class is: 75. Product: [Cl:25][C:3]1[C:2]([B:26]2[O:30][C:29]([CH3:32])([CH3:31])[C:28]([CH3:34])([CH3:33])[O:27]2)=[CH:7][C:6]([S:8]([N:11]([CH3:18])[C:12]2[CH:17]=[CH:16][CH:15]=[CH:14][N:13]=2)(=[O:10])=[O:9])=[C:5]([O:19][CH2:20][CH2:21][CH2:22][CH2:23][OH:24])[CH:4]=1. Reactant: Br[C:2]1[C:3]([Cl:25])=[CH:4][C:5]([O:19][CH2:20][CH2:21][CH2:22][CH2:23][OH:24])=[C:6]([S:8]([N:11]([CH3:18])[C:12]2[CH:17]=[CH:16][CH:15]=[CH:14][N:13]=2)(=[O:10])=[O:9])[CH:7]=1.[B:26]1([B:26]2[O:30][C:29]([CH3:32])([CH3:31])[C:28]([CH3:34])([CH3:33])[O:27]2)[O:30][C:29]([CH3:32])([CH3:31])[C:28]([CH3:34])([CH3:33])[O:27]1.C([O-])(=O)C.[K+]. (3) Reactant: [CH3:1][C:2]1[NH:3][C:4]2[C:9]([C:10]=1[CH3:11])=[CH:8][C:7]([C:12]([O:14][CH2:15][CH:16]=[CH2:17])=[O:13])=[CH:6][CH:5]=2.Br[CH2:19][C:20]1[CH:21]=[C:22]([CH:30]=[CH:31][CH:32]=1)[O:23][C@@H:24]([CH3:29])[C:25]([O:27][CH3:28])=[O:26].[H-].[Na+]. Product: [CH3:28][O:27][C:25](=[O:26])[C@@H:24]([O:23][C:22]1[CH:21]=[C:20]([CH:32]=[CH:31][CH:30]=1)[CH2:19][N:3]1[C:4]2[C:9](=[CH:8][C:7]([C:12]([O:14][CH2:15][CH:16]=[CH2:17])=[O:13])=[CH:6][CH:5]=2)[C:10]([CH3:11])=[C:2]1[CH3:1])[CH3:29]. The catalyst class is: 3. (4) Reactant: [OH:1][C:2]1[CH:11]=[CH:10][C:9]2[NH:8][C:7](=[O:12])[C:6]([C:13]3[CH:18]=[CH:17][CH:16]=[CH:15][CH:14]=3)=[N:5][C:4]=2[C:3]=1[C:19](O)=[O:20].Cl.C([NH:25][CH2:26][C:27]([OH:29])=[O:28])C.[CH2:30](N(CC)CC)[CH3:31].C1CN([P+](ON2N=NC3C=CC=CC2=3)(N2CCCC2)N2CCCC2)CC1.F[P-](F)(F)(F)(F)F. Product: [OH:1][C:2]1[C:3]([C:19]([NH:25][CH2:26][C:27]([O:29][CH2:30][CH3:31])=[O:28])=[O:20])=[C:4]2[C:9](=[CH:10][CH:11]=1)[NH:8][C:7](=[O:12])[C:6]([C:13]1[CH:14]=[CH:15][CH:16]=[CH:17][CH:18]=1)=[N:5]2. The catalyst class is: 9. (5) The catalyst class is: 611. Product: [CH3:19][O:18][C:16]([NH:1][CH:2]([CH:3]([CH3:5])[CH3:4])[C:6]([OH:8])=[O:7])=[O:17]. Reactant: [NH2:1][C@@H:2]([C:6]([OH:8])=[O:7])[CH:3]([CH3:5])[CH3:4].C(=O)([O-])[O-].[Na+].[Na+].Cl[C:16]([O:18][CH3:19])=[O:17]. (6) Reactant: [NH2:1]C1N=CN=C2N(C3CCN(C(=O)CCN[CH2:34][CH2:35][OH:36])CC3)N=C(C3C=CC(OC4C=CC=CC=4)=CC=3)C=12.Cl.[NH2:39][C:40]1[N:45]=[CH:44][N:43]=[C:42]2[N:46]([CH:62]3[CH2:67][CH2:66][N:65]([C:68](=[O:82])[CH2:69][CH2:70][N:71]([CH2:79][CH2:80][OH:81])C(=O)OC(C)(C)C)[CH2:64][CH2:63]3)[N:47]=[C:48]([C:49]3[CH:54]=[CH:53][C:52]([O:55][C:56]4[CH:61]=[CH:60][CH:59]=[CH:58][CH:57]=4)=[CH:51][CH:50]=3)[C:41]=12. Product: [C:35]([O-:36])(=[O:55])[CH3:34].[NH4+:1].[NH2:39][C:40]1[N:45]=[CH:44][N:43]=[C:42]2[N:46]([CH:62]3[CH2:63][CH2:64][N:65]([C:68](=[O:82])[CH2:69][CH2:70][NH:71][CH2:79][CH2:80][OH:81])[CH2:66][CH2:67]3)[N:47]=[C:48]([C:49]3[CH:50]=[CH:51][C:52]([O:55][C:56]4[CH:57]=[CH:58][CH:59]=[CH:60][CH:61]=4)=[CH:53][CH:54]=3)[C:41]=12. The catalyst class is: 21. (7) Reactant: Cl[C:2]1[CH:7]=[CH:6][C:5]([C:8]2([C:14]([NH:16][NH2:17])=O)[CH2:13][CH2:12][CH2:11][CH2:10][CH2:9]2)=[CH:4][CH:3]=1.CO[C:20]1[CH2:21][CH2:22][CH2:23][CH2:24][CH2:25][CH2:26][N:27]=1. Product: [C:5]1([C:8]2([C:14]3[N:27]4[CH2:26][CH2:25][CH2:24][CH2:23][CH2:22][CH2:21][C:20]4=[N:17][N:16]=3)[CH2:13][CH2:12][CH2:11][CH2:10][CH2:9]2)[CH:6]=[CH:7][CH:2]=[CH:3][CH:4]=1. The catalyst class is: 11.